From a dataset of Full USPTO retrosynthesis dataset with 1.9M reactions from patents (1976-2016). Predict the reactants needed to synthesize the given product. (1) Given the product [Br:30][C:18]1[CH:17]=[C:16]([C:15]#[C:14][CH2:13][O:12][C:9]2[CH:8]=[CH:7][C:6]([O:5][CH2:4][C:3]([OH:31])=[O:2])=[CH:11][CH:10]=2)[CH:21]=[C:20]([C:22]#[C:23][C:24]2[CH:25]=[CH:26][CH:27]=[CH:28][CH:29]=2)[CH:19]=1, predict the reactants needed to synthesize it. The reactants are: C[O:2][C:3](=[O:31])[CH2:4][O:5][C:6]1[CH:11]=[CH:10][C:9]([O:12][CH2:13][C:14]#[C:15][C:16]2[CH:21]=[C:20]([C:22]#[C:23][C:24]3[CH:29]=[CH:28][CH:27]=[CH:26][CH:25]=3)[CH:19]=[C:18]([Br:30])[CH:17]=2)=[CH:8][CH:7]=1.[Li+].[OH-].O.Cl. (2) Given the product [CH3:26][C:5]1[CH:4]=[C:3]([CH:8]=[CH:7][C:6]=1[S:9]([N:12]1[CH2:17][CH2:16][NH:15][C@@H:14]([CH3:25])[CH2:13]1)(=[O:11])=[O:10])[C:1]#[N:2], predict the reactants needed to synthesize it. The reactants are: [C:1]([C:3]1[CH:8]=[CH:7][C:6]([S:9]([N:12]2[CH2:17][CH2:16][N:15](C(OC(C)(C)C)=O)[C@@H:14]([CH3:25])[CH2:13]2)(=[O:11])=[O:10])=[C:5]([CH3:26])[CH:4]=1)#[N:2].C(O)(C(F)(F)F)=O. (3) Given the product [CH3:11][CH:12]([CH2:17][C:18]([CH3:21])([CH3:20])[CH3:19])[CH2:13][C:14]([C:5]1[CH:10]=[CH:9][CH:8]=[CH:7][CH:6]=1)=[O:15], predict the reactants needed to synthesize it. The reactants are: [Cl-].[Al+3].[Cl-].[Cl-].[CH:5]1[CH:10]=[CH:9][CH:8]=[CH:7][CH:6]=1.[CH3:11][CH:12]([CH2:17][C:18]([CH3:21])([CH3:20])[CH3:19])[CH2:13][C:14](Cl)=[O:15]. (4) Given the product [NH2:1][C:2]([C:4]1[CH:5]=[N:6][C:7]2[C:12]([C:13]=1[NH:14][C:15]1[CH:16]=[C:17]([CH:21]=[CH:22][CH:23]=1)[C:18]([OH:20])=[O:19])=[CH:11][CH:10]=[C:9]([C:24]1[CH:29]=[CH:28][CH:27]=[C:26]([OH:30])[CH:25]=1)[CH:8]=2)=[O:3], predict the reactants needed to synthesize it. The reactants are: [NH2:1][C:2]([C:4]1[CH:5]=[N:6][C:7]2[C:12]([C:13]=1[NH:14][C:15]1[CH:16]=[C:17]([CH:21]=[CH:22][CH:23]=1)[C:18]([OH:20])=[O:19])=[CH:11][CH:10]=[C:9]([C:24]1[CH:29]=[CH:28][CH:27]=[C:26]([O:30]C)[CH:25]=1)[CH:8]=2)=[O:3].B(Br)(Br)Br.O.